From a dataset of Catalyst prediction with 721,799 reactions and 888 catalyst types from USPTO. Predict which catalyst facilitates the given reaction. (1) Reactant: [Br:1][C:2]1[CH:3]=[N:4][C:5]([Cl:11])=[C:6]([CH:10]=1)[C:7](O)=[O:8].S(Cl)(Cl)=O.[BH4-].[Na+]. Product: [Br:1][C:2]1[CH:10]=[C:6]([CH2:7][OH:8])[C:5]([Cl:11])=[N:4][CH:3]=1. The catalyst class is: 69. (2) Reactant: [H-].[Na+].[Cl:3][C:4]1[CH:9]=[CH:8][C:7]([C:10]2[NH:11][C:12]3[C:17]([C:18]=2[CH2:19][CH2:20][C:21]([O:23][CH3:24])=[O:22])=[CH:16]C(C(F)(F)F)=[CH:14][CH:13]=3)=[CH:6][CH:5]=1.I[CH3:30].O.[C:32]([O:35][CH2:36]C)(=[O:34])[CH3:33]. Product: [Cl:3][C:4]1[CH:9]=[CH:8][C:7]([C:10]2[N:11]([CH3:30])[C:12]3[C:17]([C:18]=2[CH2:19][CH2:20][C:21]([O:23][CH3:24])=[O:22])=[CH:16][C:33]([C:32]([O:35][CH3:36])=[O:34])=[CH:14][CH:13]=3)=[CH:6][CH:5]=1. The catalyst class is: 9. (3) Reactant: Br[C:2]1[CH:7]=[CH:6][CH:5]=[CH:4][C:3]=1[CH2:8][OH:9].C([Li])CCC.[O:15]=[C:16]1[CH2:19][N:18]([C:20]([O:22][C:23]([CH3:26])([CH3:25])[CH3:24])=[O:21])[CH2:17]1.O. Product: [OH:15][C:16]1([C:2]2[CH:7]=[CH:6][CH:5]=[CH:4][C:3]=2[CH2:8][OH:9])[CH2:17][N:18]([C:20]([O:22][C:23]([CH3:26])([CH3:25])[CH3:24])=[O:21])[CH2:19]1. The catalyst class is: 7.